This data is from Catalyst prediction with 721,799 reactions and 888 catalyst types from USPTO. The task is: Predict which catalyst facilitates the given reaction. Reactant: [Cl:1][C:2]1[C:3]([N:8]2[CH:12]=[C:11]([Br:13])[CH:10]=[C:9]2[CH:14]=[O:15])=[N:4][CH:5]=[CH:6][CH:7]=1.[Cl:16]N1C(=O)CCC1=O.O. Product: [Br:13][C:11]1[CH:10]=[C:9]([CH:14]=[O:15])[N:8]([C:3]2[C:2]([Cl:1])=[CH:7][CH:6]=[CH:5][N:4]=2)[C:12]=1[Cl:16]. The catalyst class is: 7.